Dataset: Full USPTO retrosynthesis dataset with 1.9M reactions from patents (1976-2016). Task: Predict the reactants needed to synthesize the given product. (1) Given the product [F:1][C:2]1[CH:3]=[C:4]2[C:10]([C:11](=[NH:12])[NH:13][NH2:23])=[N:9][N:8]([CH2:14][C:15]3[CH:16]=[N:17][CH:18]=[N:19][CH:20]=3)[C:5]2=[N:6][CH:7]=1, predict the reactants needed to synthesize it. The reactants are: [F:1][C:2]1[CH:3]=[C:4]2[C:10]([C:11](=[NH:13])[NH2:12])=[N:9][N:8]([CH2:14][C:15]3[CH:16]=[N:17][CH:18]=[N:19][CH:20]=3)[C:5]2=[N:6][CH:7]=1.C([N:23](CC)CC)C.O.NN. (2) Given the product [Br:1][C:2]1[CH:3]=[C:4]([CH:8]=[CH:9][C:10]=1[CH3:11])[C:5]([NH2:19])=[O:6], predict the reactants needed to synthesize it. The reactants are: [Br:1][C:2]1[CH:3]=[C:4]([CH:8]=[CH:9][C:10]=1[CH3:11])[C:5](O)=[O:6].C(Cl)(=O)C(Cl)=O.C[N:19](C=O)C.C1(C)C=CC=CC=1.